From a dataset of Catalyst prediction with 721,799 reactions and 888 catalyst types from USPTO. Predict which catalyst facilitates the given reaction. (1) Product: [CH:1]1[CH:9]=[CH:8][CH:7]=[C:6]2[C:2]=1[CH:3]=[C:4]1[CH2:13][CH2:12][CH:11]([OH:14])[CH2:10][N:5]12. Reactant: [CH:1]1[CH:9]=[CH:8][CH:7]=[C:6]2[C:2]=1[CH:3]=[C:4]1[CH2:13][CH2:12][C:11](=[O:14])[CH2:10][N:5]12.[BH4-].[Na+].[NH4+].[Cl-]. The catalyst class is: 5. (2) Product: [Br:18][C:8]1[C:7]2[C:2]([Cl:1])=[N:3][CH:4]=[CH:5][C:6]=2[NH:10][N:9]=1. The catalyst class is: 10. Reactant: [Cl:1][C:2]1[C:7]2[CH:8]=[N:9][NH:10][C:6]=2[CH:5]=[CH:4][N:3]=1.C1C(=O)N([Br:18])C(=O)C1. (3) Reactant: [CH3:1][S:2]([C:5]1[CH:13]=[CH:12][C:8]([C:9]([OH:11])=O)=[CH:7][CH:6]=1)(=[O:4])=[O:3].C(Cl)(=O)C(Cl)=O.[CH:20]([C:23]1[CH:28]=[CH:27][CH:26]=[C:25]([CH:29]([CH3:31])[CH3:30])[C:24]=1[OH:32])([CH3:22])[CH3:21].[Cl-].[Al+3].[Cl-].[Cl-]. Product: [OH:32][C:24]1[C:25]([CH:29]([CH3:30])[CH3:31])=[CH:26][C:27]([C:9]([C:8]2[CH:7]=[CH:6][C:5]([S:2]([CH3:1])(=[O:3])=[O:4])=[CH:13][CH:12]=2)=[O:11])=[CH:28][C:23]=1[CH:20]([CH3:22])[CH3:21]. The catalyst class is: 59. (4) Reactant: [Cl:1][C:2]1[CH:7]=[CH:6][C:5]([C:8]2[NH:12][C:11](=[O:13])[N:10]([CH2:14][C:15]([NH:17][C:18]([CH3:30])([C:20]3[CH:25]=[CH:24][CH:23]=[C:22]([C:26]([F:29])([F:28])[F:27])[CH:21]=3)[CH3:19])=[O:16])[N:9]=2)=[CH:4][CH:3]=1.C(=O)([O-])[O-].[Cs+].[Cs+].[I-].[Na+].Cl[CH2:40][C:41]1[CH:50]=[CH:49][C:44]([C:45]([O:47][CH3:48])=[O:46])=[CH:43][CH:42]=1. Product: [Cl:1][C:2]1[CH:7]=[CH:6][C:5]([C:8]2[N:12]([CH2:40][C:41]3[CH:50]=[CH:49][C:44]([C:45]([O:47][CH3:48])=[O:46])=[CH:43][CH:42]=3)[C:11](=[O:13])[N:10]([CH2:14][C:15]([NH:17][C:18]([CH3:30])([C:20]3[CH:25]=[CH:24][CH:23]=[C:22]([C:26]([F:27])([F:28])[F:29])[CH:21]=3)[CH3:19])=[O:16])[N:9]=2)=[CH:4][CH:3]=1. The catalyst class is: 95.